This data is from Catalyst prediction with 721,799 reactions and 888 catalyst types from USPTO. The task is: Predict which catalyst facilitates the given reaction. (1) Reactant: Br[C:2]1[CH:7]=[CH:6][C:5]([C@@H:8]([NH:10][C:11](=[O:13])[CH3:12])[CH3:9])=[CH:4][CH:3]=1.[Li+].CCC[CH2-].CN([CH:22]=[O:23])C. Product: [CH:22]([C:2]1[CH:7]=[CH:6][C:5]([C@@H:8]([NH:10][C:11](=[O:13])[CH3:12])[CH3:9])=[CH:4][CH:3]=1)=[O:23]. The catalyst class is: 1. (2) Reactant: [Cl:1][C:2]1[N:3]=[C:4](Cl)[C:5]2[O:10][CH:9]=[CH:8][C:6]=2[N:7]=1.C(N(CC)CC)C.[NH2:19][C:20]1[NH:24][N:23]=[C:22]([C:25]([NH:27][CH:28]2[CH2:30][CH2:29]2)=[O:26])[CH:21]=1. Product: [Cl:1][C:2]1[N:3]=[C:4]([NH:19][C:20]2[NH:24][N:23]=[C:22]([C:25]([NH:27][CH:28]3[CH2:29][CH2:30]3)=[O:26])[CH:21]=2)[C:5]2[O:10][CH:9]=[CH:8][C:6]=2[N:7]=1. The catalyst class is: 32. (3) Reactant: [CH3:1][O:2][C:3]([C:5]1[CH:6]=[N:7][C:8]([N:11]2[CH2:31][CH2:30][C:14]3[NH:15][C:16]4[CH:17]=[CH:18][C:19]([C:22]5[CH:27]=[CH:26][C:25]([CH:28]=[O:29])=[CH:24][CH:23]=5)=[CH:20][C:21]=4[C:13]=3[CH2:12]2)=[N:9][CH:10]=1)=[O:4].[BH4-].[Na+]. Product: [CH3:1][O:2][C:3]([C:5]1[CH:6]=[N:7][C:8]([N:11]2[CH2:31][CH2:30][C:14]3[NH:15][C:16]4[CH:17]=[CH:18][C:19]([C:22]5[CH:27]=[CH:26][C:25]([CH2:28][OH:29])=[CH:24][CH:23]=5)=[CH:20][C:21]=4[C:13]=3[CH2:12]2)=[N:9][CH:10]=1)=[O:4]. The catalyst class is: 2. (4) Reactant: [O:1]1[CH2:6][CH2:5][N:4]([CH2:7][CH2:8][O:9][C:10]2[CH:17]=[CH:16][C:15]([N+:18]([O-])=O)=[CH:14][C:11]=2[C:12]#[N:13])[CH2:3][CH2:2]1.[NH4+].[Cl-]. Product: [NH2:18][C:15]1[CH:16]=[CH:17][C:10]([O:9][CH2:8][CH2:7][N:4]2[CH2:3][CH2:2][O:1][CH2:6][CH2:5]2)=[C:11]([CH:14]=1)[C:12]#[N:13]. The catalyst class is: 314. (5) Reactant: [CH:1]1([C:4]2[CH:5]=[C:6]([C:21](O)=[O:22])[C:7]3[C:12]([CH3:13])=[N:11][N:10]([CH:14]4[CH2:19][CH2:18][N:17]([CH3:20])[CH2:16][CH2:15]4)[C:8]=3[N:9]=2)[CH2:3][CH2:2]1.[NH2:24][CH2:25][C:26]1[C:27](=[O:34])[NH:28][C:29]([CH3:33])=[CH:30][C:31]=1[CH3:32].ON1C2N=CC=CC=2N=N1.C(Cl)CCl.CN1CCOCC1. The catalyst class is: 58. Product: [CH:1]1([C:4]2[CH:5]=[C:6]([C:21]([NH:24][CH2:25][C:26]3[C:27](=[O:34])[NH:28][C:29]([CH3:33])=[CH:30][C:31]=3[CH3:32])=[O:22])[C:7]3[C:12]([CH3:13])=[N:11][N:10]([CH:14]4[CH2:15][CH2:16][N:17]([CH3:20])[CH2:18][CH2:19]4)[C:8]=3[N:9]=2)[CH2:2][CH2:3]1. (6) Reactant: [Cl:1][C:2]1[CH:23]=[C:22]([Cl:24])[CH:21]=[CH:20][C:3]=1[CH2:4][O:5][C:6]1[CH:11]=[C:10]([O:12][CH:13]([CH3:15])[CH3:14])[CH:9]=[CH:8][C:7]=1[CH2:16][CH2:17][CH2:18][OH:19].CC(OI1(OC(C)=O)(OC(C)=O)OC(=O)C2C=CC=CC1=2)=O.C(=O)([O-])O.[Na+]. Product: [Cl:1][C:2]1[CH:23]=[C:22]([Cl:24])[CH:21]=[CH:20][C:3]=1[CH2:4][O:5][C:6]1[CH:11]=[C:10]([O:12][CH:13]([CH3:14])[CH3:15])[CH:9]=[CH:8][C:7]=1[CH2:16][CH2:17][CH:18]=[O:19]. The catalyst class is: 96.